From a dataset of Forward reaction prediction with 1.9M reactions from USPTO patents (1976-2016). Predict the product of the given reaction. The product is: [CH3:24][O:23][C:20]1[CH:21]=[CH:22][C:17]([CH2:16][N:12]2[CH:13]=[C:9]([B:4]3[O:5][C:6]([CH3:7])([CH3:8])[C:2]([CH3:14])([CH3:1])[O:3]3)[CH:10]=[N:11]2)=[CH:18][CH:19]=1. Given the reactants [CH3:1][C:2]1([CH3:14])[C:6]([CH3:8])([CH3:7])[O:5][B:4]([C:9]2[CH:10]=[N:11][NH:12][CH:13]=2)[O:3]1.Cl[CH2:16][C:17]1[CH:22]=[CH:21][C:20]([O:23][CH3:24])=[CH:19][CH:18]=1.C([O-])([O-])=O.[K+].[K+], predict the reaction product.